This data is from Catalyst prediction with 721,799 reactions and 888 catalyst types from USPTO. The task is: Predict which catalyst facilitates the given reaction. (1) Reactant: [C:1]([C:4]1[CH:12]=[CH:11][C:7]([C:8](O)=[O:9])=[C:6]([CH3:13])[CH:5]=1)(=[O:3])[CH3:2].C(Cl)(=O)C([Cl:17])=O. Product: [C:1]([C:4]1[CH:12]=[CH:11][C:7]([C:8]([Cl:17])=[O:9])=[C:6]([CH3:13])[CH:5]=1)(=[O:3])[CH3:2]. The catalyst class is: 120. (2) Reactant: [OH-].[Na+].[OH:3][C:4]1[CH:9]=[CH:8][C:7]([C:10](=[O:15])[CH2:11][CH2:12][CH2:13]Cl)=[CH:6][CH:5]=1.C(O)(=O)C. Product: [CH:11]1([C:10]([C:7]2[CH:8]=[CH:9][C:4]([OH:3])=[CH:5][CH:6]=2)=[O:15])[CH2:13][CH2:12]1. The catalyst class is: 6. (3) Reactant: [Cl:1][C:2]1[CH:7]=[C:6]([C:8]2[S:9][C:10]([C:13]3[N:14]=[C:15]4[C:20]([Cl:21])=[CH:19][C:18]([C:22]([F:25])([F:24])[F:23])=[CH:17][N:16]4[CH:26]=3)=[N:11][N:12]=2)[C:5]([Cl:27])=[CH:4][C:3]=1[OH:28].C([O-])([O-])=O.[K+].[K+].CC1C=CC(S(O[CH2:46][CH:47]2[CH2:51][O:50][C:49](=[O:52])[NH:48]2)(=O)=O)=CC=1. Product: [Cl:1][C:2]1[CH:7]=[C:6]([C:8]2[S:9][C:10]([C:13]3[N:14]=[C:15]4[C:20]([Cl:21])=[CH:19][C:18]([C:22]([F:23])([F:25])[F:24])=[CH:17][N:16]4[CH:26]=3)=[N:11][N:12]=2)[C:5]([Cl:27])=[CH:4][C:3]=1[O:28][CH2:46][C@@H:47]1[CH2:51][O:50][C:49](=[O:52])[NH:48]1. The catalyst class is: 3. (4) Reactant: [N+](C1[CH:9]=[CH:8][C:7]([O:10][C:11](=[O:24])[NH:12][C:13]2[CH:14]=[N:15][C:16]([O:19][CH:20]3[CH2:23][CH2:22][CH2:21]3)=[CH:17][CH:18]=2)=[CH:6]C=1)([O-])=O.[N:25]1[C:30]2[CH:31]=[CH:32][S:33][C:29]=2[C:28]([N:34]2CCC(O)C2)=[N:27][CH:26]=1.CCN(C(C)C)C(C)C. Product: [N:25]1[C:30]2[CH:31]=[CH:32][S:33][C:29]=2[C:28]([N:34]2[CH2:9][CH2:8][CH:7]([O:10][C:11](=[O:24])[NH:12][C:13]3[CH:14]=[N:15][C:16]([O:19][CH:20]4[CH2:21][CH2:22][CH2:23]4)=[CH:17][CH:18]=3)[CH2:6]2)=[N:27][CH:26]=1. The catalyst class is: 16. (5) Reactant: [C:1](Cl)(=[O:8])[C:2]1[CH:7]=[CH:6][CH:5]=[CH:4][CH:3]=1.[Si:10]([O:27][C@H:28]1[CH2:32][CH2:31][C@H:30]([N:33]2[CH:41]=[N:40][C:39]3[C:34]2=[N:35][CH:36]=[N:37][C:38]=3[NH2:42])[C@@H:29]1[CH2:43][O:44][C:45]([C:58]1[CH:63]=[CH:62][CH:61]=[CH:60][CH:59]=1)([C:52]1[CH:57]=[CH:56][CH:55]=[CH:54][CH:53]=1)[C:46]1[CH:51]=[CH:50][CH:49]=[CH:48][CH:47]=1)([C:23]([CH3:26])([CH3:25])[CH3:24])([C:17]1[CH:22]=[CH:21][CH:20]=[CH:19][CH:18]=1)[C:11]1[CH:16]=[CH:15][CH:14]=[CH:13][CH:12]=1.N.CO.ClCCl. Product: [Si:10]([O:27][C@H:28]1[CH2:32][CH2:31][C@H:30]([N:33]2[CH:41]=[N:40][C:39]3[C:34]2=[N:35][CH:36]=[N:37][C:38]=3[NH:42][C:1](=[O:8])[C:2]2[CH:7]=[CH:6][CH:5]=[CH:4][CH:3]=2)[C@@H:29]1[CH2:43][O:44][C:45]([C:58]1[CH:63]=[CH:62][CH:61]=[CH:60][CH:59]=1)([C:52]1[CH:57]=[CH:56][CH:55]=[CH:54][CH:53]=1)[C:46]1[CH:51]=[CH:50][CH:49]=[CH:48][CH:47]=1)([C:23]([CH3:26])([CH3:24])[CH3:25])([C:11]1[CH:12]=[CH:13][CH:14]=[CH:15][CH:16]=1)[C:17]1[CH:22]=[CH:21][CH:20]=[CH:19][CH:18]=1. The catalyst class is: 17.